Dataset: Forward reaction prediction with 1.9M reactions from USPTO patents (1976-2016). Task: Predict the product of the given reaction. (1) Given the reactants [C:1]1([C:7](=[O:11])[CH2:8][CH2:9][CH3:10])[CH:6]=[CH:5][CH:4]=[CH:3][CH:2]=1.[OH-].[Na+], predict the reaction product. The product is: [C:1]1([CH:7]([OH:11])[C:8]#[C:9][CH3:10])[CH:6]=[CH:5][CH:4]=[CH:3][CH:2]=1. (2) Given the reactants [CH:1]#[C:2][CH2:3][CH3:4].Br[C:6]1[C:7]([OH:19])=[C:8]([CH:13]=[C:14]([O:16][CH2:17][CH3:18])[CH:15]=1)[C:9]([O:11][CH3:12])=[O:10], predict the reaction product. The product is: [CH2:17]([O:16][C:14]1[CH:13]=[C:8]([C:9]([O:11][CH3:12])=[O:10])[C:7]2[O:19][C:2]([CH2:3][CH3:4])=[CH:1][C:6]=2[CH:15]=1)[CH3:18]. (3) Given the reactants [CH2:1]([O:8][C:9](=[O:32])[N:10]([CH:21]([C:23]1[CH:28]=[C:27]([F:29])[C:26]([Br:30])=[CH:25][C:24]=1[F:31])[CH3:22])[CH2:11][CH2:12][NH:13]C(OC(C)(C)C)=O)[C:2]1[CH:7]=[CH:6][CH:5]=[CH:4][CH:3]=1.[F:33][C:34]([F:39])([F:38])[C:35]([OH:37])=[O:36], predict the reaction product. The product is: [F:33][C:34]([F:39])([F:38])[C:35]([OH:37])=[O:36].[NH2:13][CH2:12][CH2:11][N:10]([CH:21]([C:23]1[CH:28]=[C:27]([F:29])[C:26]([Br:30])=[CH:25][C:24]=1[F:31])[CH3:22])[C:9](=[O:32])[O:8][CH2:1][C:2]1[CH:7]=[CH:6][CH:5]=[CH:4][CH:3]=1. (4) Given the reactants [CH3:1][NH:2][N:3]=[C:4]([CH3:10])[C:5]([O:7][CH2:8][CH3:9])=[O:6].C(=O)([O-])[O-].[K+].[K+].[Cl:17][C:18]1[CH:23]=[C:22]([CH2:24][CH3:25])[C:21]([CH2:26][C:27](Cl)=[O:28])=[C:20]([CH2:30][CH3:31])[CH:19]=1, predict the reaction product. The product is: [Cl:17][C:18]1[CH:23]=[C:22]([CH2:24][CH3:25])[C:21]([CH2:26][C:27]([N:2]([CH3:1])[N:3]=[C:4]([CH3:10])[C:5]([O:7][CH2:8][CH3:9])=[O:6])=[O:28])=[C:20]([CH2:30][CH3:31])[CH:19]=1.